This data is from Forward reaction prediction with 1.9M reactions from USPTO patents (1976-2016). The task is: Predict the product of the given reaction. (1) The product is: [F:49][C:46]1[CH:47]=[CH:48][C:43]([CH2:42][N:38]2[CH2:37][CH2:36][C:35]3[C:40](=[C:31]([OH:18])[C:32](=[O:60])[N:33]([CH2:56][CH:57]([CH3:59])[CH3:58])[C:34]=3[C:51]([N:53]([CH3:54])[CH3:55])=[O:52])[C:39]2=[O:41])=[CH:44][CH:45]=1. Given the reactants FC1C=CC(CN2CCC3C(=C(O)C(=O)N(C(C)C)C=3C(N(C)C)=[O:18])C2=O)=CC=1.N[C:31]1[C:32](=[O:60])[N:33]([CH2:56][CH:57]([CH3:59])[CH3:58])[C:34]([C:51]([N:53]([CH3:55])[CH3:54])=[O:52])=[C:35]2[C:40]=1[C:39](=[O:41])[N:38]([CH2:42][C:43]1[CH:48]=[CH:47][C:46]([F:49])=[C:45](Cl)[CH:44]=1)[CH2:37][CH2:36]2, predict the reaction product. (2) Given the reactants Cl[C:2]1[N:7]=[C:6]([N:8]2[CH2:14][C@H:13]3[N:15]([C:16]([O:18][C:19]([CH3:22])([CH3:21])[CH3:20])=[O:17])[C@H:10]([CH2:11][CH2:12]3)[CH2:9]2)[CH:5]=[CH:4][N:3]=1.[CH2:23]([O:25][C:26](=[O:35])[C:27]1[C:32]([CH3:33])=[CH:31][C:30]([NH2:34])=[CH:29][N:28]=1)[CH3:24], predict the reaction product. The product is: [CH2:23]([O:25][C:26]([C:27]1[N:28]=[CH:29][C:30]([NH:34][C:2]2[N:7]=[C:6]([N:8]3[CH2:14][C@H:13]4[N:15]([C:16]([O:18][C:19]([CH3:22])([CH3:21])[CH3:20])=[O:17])[C@H:10]([CH2:11][CH2:12]4)[CH2:9]3)[CH:5]=[CH:4][N:3]=2)=[CH:31][C:32]=1[CH3:33])=[O:35])[CH3:24]. (3) Given the reactants [Br:1][C:2]1[CH:3]=[C:4]([C:8]([F:12])([F:11])[CH2:9][OH:10])[CH:5]=[CH:6][CH:7]=1.[Br:13][CH2:14][CH2:15][CH2:16][CH2:17][CH2:18][CH2:19]OCC(F)(F)CCC1C=CC=CC=1, predict the reaction product. The product is: [Br:1][C:2]1[CH:7]=[CH:6][CH:5]=[C:4]([C:8]([F:11])([F:12])[CH2:9][O:10][CH2:19][CH2:18][CH2:17][CH2:16][CH2:15][CH2:14][Br:13])[CH:3]=1.